Task: Predict which catalyst facilitates the given reaction.. Dataset: Catalyst prediction with 721,799 reactions and 888 catalyst types from USPTO (1) Reactant: CCN(C(C)C)C(C)C.[CH3:10][O:11][C:12]1[CH:13]=[CH:14][CH:15]=[C:16]2[C:21]=1[O:20][C:19](=[O:22])[C:18]([C:23]([OH:25])=O)=[CH:17]2.CN(C(ON1N=NC2C=CC=NC1=2)=[N+](C)C)C.F[P-](F)(F)(F)(F)F.[NH:50]1[C:58]2[C:53](=[CH:54][CH:55]=[C:56]([C:59]3[CH:60]=[C:61]([NH2:65])[CH:62]=[CH:63][CH:64]=3)[CH:57]=2)[CH:52]=[CH:51]1. The catalyst class is: 3. Product: [NH:50]1[C:58]2[C:53](=[CH:54][CH:55]=[C:56]([C:59]3[CH:60]=[C:61]([NH:65][C:23]([C:18]4[C:19](=[O:22])[O:20][C:21]5[C:16]([CH:17]=4)=[CH:15][CH:14]=[CH:13][C:12]=5[O:11][CH3:10])=[O:25])[CH:62]=[CH:63][CH:64]=3)[CH:57]=2)[CH:52]=[CH:51]1. (2) Reactant: Cl[C:2]1[N:10]=[CH:9][N:8]=[C:7]2[C:3]=1[N:4]=[C:5]([Cl:13])[N:6]2[CH2:11][CH3:12].[NH2:14][C@H:15]1[CH2:19][CH2:18][N:17]([C:20]([CH:22]2[CH2:24][CH2:23]2)=[O:21])[CH2:16]1.CCN(C(C)C)C(C)C. Product: [Cl:13][C:5]1[N:6]([CH2:11][CH3:12])[C:7]2[C:3]([N:4]=1)=[C:2]([NH:14][C@H:15]1[CH2:19][CH2:18][N:17]([C:20]([CH:22]3[CH2:23][CH2:24]3)=[O:21])[CH2:16]1)[N:10]=[CH:9][N:8]=2. The catalyst class is: 218. (3) Reactant: [F:1][C:2]1[CH:10]=[C:9]2[C:5]([CH:6]=[CH:7][NH:8]2)=[C:4]([C:11]2[N:12]=[C:13]([N:22]3[CH2:27][CH2:26][O:25][CH2:24][CH2:23]3)[C:14]3[S:19][C:18]([CH2:20][OH:21])=[CH:17][C:15]=3[N:16]=2)[CH:3]=1.[H-].[Na+].[C:30]1([CH3:40])[CH:35]=[CH:34][C:33]([S:36](Cl)(=[O:38])=[O:37])=[CH:32][CH:31]=1. Product: [F:1][C:2]1[CH:10]=[C:9]2[C:5]([CH:6]=[CH:7][N:8]2[S:36]([C:33]2[CH:34]=[CH:35][C:30]([CH3:40])=[CH:31][CH:32]=2)(=[O:38])=[O:37])=[C:4]([C:11]2[N:12]=[C:13]([N:22]3[CH2:27][CH2:26][O:25][CH2:24][CH2:23]3)[C:14]3[S:19][C:18]([CH2:20][O:21][S:36]([C:33]4[CH:34]=[CH:35][C:30]([CH3:40])=[CH:31][CH:32]=4)(=[O:38])=[O:37])=[CH:17][C:15]=3[N:16]=2)[CH:3]=1. The catalyst class is: 118. (4) Reactant: Cl.Cl.[CH2:3]([O:9][C:10]1[CH:15]=[CH:14][C:13]([N:16]2[CH2:21][CH2:20][NH:19][CH2:18][CH2:17]2)=[CH:12][CH:11]=1)[CH2:4][CH2:5][CH2:6][CH2:7][CH3:8].C(=O)(O)[O-].[K+].F[C:28]1[CH:38]=[CH:37][C:31]([C:32]([O:34][CH2:35][CH3:36])=[O:33])=[CH:30][CH:29]=1.O. Product: [CH2:3]([O:9][C:10]1[CH:15]=[CH:14][C:13]([N:16]2[CH2:21][CH2:20][N:19]([C:28]3[CH:38]=[CH:37][C:31]([C:32]([O:34][CH2:35][CH3:36])=[O:33])=[CH:30][CH:29]=3)[CH2:18][CH2:17]2)=[CH:12][CH:11]=1)[CH2:4][CH2:5][CH2:6][CH2:7][CH3:8]. The catalyst class is: 148.